Dataset: Full USPTO retrosynthesis dataset with 1.9M reactions from patents (1976-2016). Task: Predict the reactants needed to synthesize the given product. (1) Given the product [C:46]([C:45]1[CH:48]=[CH:49][N:50]=[C:43]([NH:42][C:28]([C:27]2[CH:26]=[CH:25][C:24]([O:23][C:21]3[CH:20]=[CH:19][N:18]=[C:17]4[N:16]([CH2:33][C:34]5[CH:35]=[CH:36][C:37]([O:40][CH3:41])=[CH:38][CH:39]=5)[N:15]=[C:14]([NH:13][C@@H:10]5[CH2:11][CH2:12][N:8]([C:6]([O:5][C:1]([CH3:3])([CH3:4])[CH3:2])=[O:7])[CH2:9]5)[C:22]=34)=[CH:32][CH:31]=2)=[O:30])[CH:44]=1)#[N:47], predict the reactants needed to synthesize it. The reactants are: [C:1]([O:5][C:6]([N:8]1[CH2:12][CH2:11][C@H:10]([NH:13][C:14]2[C:22]3[C:17](=[N:18][CH:19]=[CH:20][C:21]=3[O:23][C:24]3[CH:32]=[CH:31][C:27]([C:28]([OH:30])=O)=[CH:26][CH:25]=3)[N:16]([CH2:33][C:34]3[CH:39]=[CH:38][C:37]([O:40][CH3:41])=[CH:36][CH:35]=3)[N:15]=2)[CH2:9]1)=[O:7])([CH3:4])([CH3:3])[CH3:2].[NH2:42][C:43]1[CH:44]=[C:45]([CH:48]=[CH:49][N:50]=1)[C:46]#[N:47]. (2) Given the product [CH3:4][O:5][C:6]1[CH:7]=[C:8]([CH:30]=[CH:31][C:32]=1[O:33][CH3:34])[CH2:9][N:10]1[C:19](=[O:20])[C:18]2[C:13](=[CH:14][CH:15]=[C:16]([CH:21]=[O:1])[CH:17]=2)[N:12]([CH:23]2[CH2:28][CH2:27][O:26][CH2:25][CH2:24]2)[C:11]1=[O:29], predict the reactants needed to synthesize it. The reactants are: [O:1]=[O+][O-].[CH3:4][O:5][C:6]1[CH:7]=[C:8]([CH:30]=[CH:31][C:32]=1[O:33][CH3:34])[CH2:9][N:10]1[C:19](=[O:20])[C:18]2[C:13](=[CH:14][CH:15]=[C:16]([CH:21]=C)[CH:17]=2)[N:12]([CH:23]2[CH2:28][CH2:27][O:26][CH2:25][CH2:24]2)[C:11]1=[O:29]. (3) Given the product [Cl:32][C:29]1[CH:30]=[CH:31][C:26]([CH:10]2[C:5]3[N:6]([CH:7]([CH3:9])[CH3:8])[C:2]([CH3:33])=[N:3][C:4]=3[C:12](=[O:13])[N:11]2[C:14]2[CH:15]=[C:16]([O:24][CH3:25])[C:17]3[N:21]=[N:20][N:19]([CH3:22])[C:18]=3[CH:23]=2)=[CH:27][CH:28]=1, predict the reactants needed to synthesize it. The reactants are: Br[C:2]1[N:6]([CH:7]([CH3:9])[CH3:8])[C:5]2[CH:10]([C:26]3[CH:31]=[CH:30][C:29]([Cl:32])=[CH:28][CH:27]=3)[N:11]([C:14]3[CH:15]=[C:16]([O:24][CH3:25])[C:17]4[N:21]=[N:20][N:19]([CH3:22])[C:18]=4[CH:23]=3)[C:12](=[O:13])[C:4]=2[N:3]=1.[CH3:33]B1OB(C)OB(C)O1. (4) The reactants are: [CH3:1][C:2]1[CH:3]=[CH:4][C:5]([C:8](=O)[CH2:9][C:10](=O)[C:11]([O:13][CH2:14][CH3:15])=[O:12])=[N:6][CH:7]=1.[NH:18]([C:20]1[N:25]=[CH:24][CH:23]=[CH:22][N:21]=1)[NH2:19].Cl.C(=O)(O)[O-].[Na+]. Given the product [CH3:1][C:2]1[CH:3]=[CH:4][C:5]([C:8]2[N:18]([C:20]3[N:25]=[CH:24][CH:23]=[CH:22][N:21]=3)[N:19]=[C:10]([C:11]([O:13][CH2:14][CH3:15])=[O:12])[CH:9]=2)=[N:6][CH:7]=1, predict the reactants needed to synthesize it. (5) The reactants are: C(N(CC)CC)C.[F:8][C:9]1[CH:17]=[C:16]2[C:12]([C:13]([CH:25]=[O:26])=[CH:14][N:15]2C(OC(C)(C)C)=O)=[CH:11][CH:10]=1.[CH:27](=[N:34][C:35]1[CH:40]=[CH:39][N:38]=[C:37]([O:41][CH3:42])[CH:36]=1)[C:28]1[CH:33]=[CH:32][CH:31]=[CH:30][CH:29]=1. Given the product [F:8][C:9]1[CH:17]=[C:16]2[C:12]([C:13]([C:25](=[O:26])[CH:27]([NH:34][C:35]3[CH:40]=[CH:39][N:38]=[C:37]([O:41][CH3:42])[CH:36]=3)[C:28]3[CH:29]=[CH:30][CH:31]=[CH:32][CH:33]=3)=[CH:14][NH:15]2)=[CH:11][CH:10]=1, predict the reactants needed to synthesize it. (6) Given the product [C:1]([O:5][C:6]([C:7]([NH:8][C:9](=[O:10])[O:11][C:12]([CH3:13])([CH3:14])[CH3:15])=[CH:32][C:28]1[N:29]=[CH:30][O:31][C:27]=1[C:23]([CH3:26])([CH3:25])[CH3:24])=[O:22])([CH3:2])([CH3:3])[CH3:4], predict the reactants needed to synthesize it. The reactants are: [C:1]([O:5][C:6](=[O:22])[CH:7](P(OC)(OC)=O)[NH:8][C:9]([O:11][C:12]([CH3:15])([CH3:14])[CH3:13])=[O:10])([CH3:4])([CH3:3])[CH3:2].[C:23]([C:27]1[O:31][CH:30]=[N:29][C:28]=1[CH:32]=O)([CH3:26])([CH3:25])[CH3:24].C([O-])([O-])=O.[Cs+].[Cs+].